Dataset: Catalyst prediction with 721,799 reactions and 888 catalyst types from USPTO. Task: Predict which catalyst facilitates the given reaction. (1) Reactant: [NH2:1][C@H:2]([C:10](O)=[O:11])[CH2:3][C:4]1[CH:9]=[CH:8][CH:7]=[CH:6][CH:5]=1.[BH4-].[Na+].II.CO. Product: [NH2:1][C@@H:2]([CH2:3][C:4]1[CH:9]=[CH:8][CH:7]=[CH:6][CH:5]=1)[CH2:10][OH:11]. The catalyst class is: 1. (2) Reactant: [CH2:1]([O:3][C:4]([N:6]1[C:10]([NH:11][C:12](=[O:27])[C:13]2[CH:18]=[CH:17][C:16]([N:19]3[CH2:24][CH2:23][N:22]([CH3:25])[CH2:21][CH2:20]3)=[CH:15][C:14]=2[NH2:26])=[C:9]2[CH2:28][N:29]([S:33]([C:36]3[CH:41]=[C:40]([F:42])[CH:39]=[C:38]([F:43])[CH:37]=3)(=[O:35])=[O:34])[C:30]([CH3:32])([CH3:31])[C:8]2=[N:7]1)=[O:5])[CH3:2].C(N(CC)C(C)C)(C)C.[N:53]1([C:59](Cl)=[O:60])[CH2:58][CH2:57][O:56][CH2:55][CH2:54]1.O1CCCC1. Product: [CH2:1]([O:3][C:4]([N:6]1[C:10]([NH:11][C:12](=[O:27])[C:13]2[CH:18]=[CH:17][C:16]([N:19]3[CH2:24][CH2:23][N:22]([CH3:25])[CH2:21][CH2:20]3)=[CH:15][C:14]=2[NH:26][C:59]([N:53]2[CH2:58][CH2:57][O:56][CH2:55][CH2:54]2)=[O:60])=[C:9]2[CH2:28][N:29]([S:33]([C:36]3[CH:41]=[C:40]([F:42])[CH:39]=[C:38]([F:43])[CH:37]=3)(=[O:35])=[O:34])[C:30]([CH3:32])([CH3:31])[C:8]2=[N:7]1)=[O:5])[CH3:2]. The catalyst class is: 6.